From a dataset of Forward reaction prediction with 1.9M reactions from USPTO patents (1976-2016). Predict the product of the given reaction. (1) Given the reactants [SH:1][C:2]1[CH:7]=[C:6]([OH:8])[CH:5]=[CH:4][C:3]=1[OH:9].C(=O)([O-])[O-].[K+].[K+].[C:16]1([CH:22]2[CH2:24][O:23]2)[CH:21]=[CH:20][CH:19]=[CH:18][CH:17]=1.Cl, predict the reaction product. The product is: [OH:23][CH2:24][CH:22]([S:1][C:2]1[CH:7]=[C:6]([OH:8])[CH:5]=[CH:4][C:3]=1[OH:9])[C:16]1[CH:21]=[CH:20][CH:19]=[CH:18][CH:17]=1. (2) The product is: [F:22][C:13]1[C:12]([CH2:11][C:8]2[N:6]3[N:7]=[C:2]([N:28]4[CH2:29][CH2:30][N:25]([CH3:24])[C:26](=[O:31])[CH2:27]4)[CH:3]=[CH:4][C:5]3=[N:10][CH:9]=2)=[CH:21][CH:20]=[C:19]2[C:14]=1[CH:15]=[CH:16][CH:17]=[N:18]2. Given the reactants Cl[C:2]1[CH:3]=[CH:4][C:5]2[N:6]([C:8]([CH2:11][C:12]3[C:13]([F:22])=[C:14]4[C:19](=[CH:20][CH:21]=3)[N:18]=[CH:17][CH:16]=[CH:15]4)=[CH:9][N:10]=2)[N:7]=1.Cl.[CH3:24][N:25]1[CH2:30][CH2:29][NH:28][CH2:27][C:26]1=[O:31], predict the reaction product. (3) Given the reactants [Si:1]([O:8][CH2:9][C:10](=[CH2:24])[C:11]([NH:13][C:14]1[CH:19]=[CH:18][CH:17]=[C:16]([C:20]([CH3:23])([CH3:22])[CH3:21])[CH:15]=1)=[O:12])([C:4]([CH3:7])([CH3:6])[CH3:5])([CH3:3])[CH3:2].[C:25]([C:27]1[CH:32]=[C:31]([O:33][C:34]2[CH:39]=[CH:38][C:37](CCC(O)=O)=[CH:36][CH:35]=2)[CH:30]=[CH:29][N:28]=1)#[N:26], predict the reaction product. The product is: [Si:1]([O:8][CH2:9]/[C:10](=[CH:24]\[C:36]1[CH:37]=[CH:38][CH:39]=[C:34]([O:33][C:31]2[CH:30]=[CH:29][N:28]=[C:27]([C:25]#[N:26])[CH:32]=2)[CH:35]=1)/[C:11]([NH:13][C:14]1[CH:19]=[CH:18][CH:17]=[C:16]([C:20]([CH3:23])([CH3:22])[CH3:21])[CH:15]=1)=[O:12])([C:4]([CH3:5])([CH3:6])[CH3:7])([CH3:2])[CH3:3].